Dataset: Peptide-MHC class I binding affinity with 185,985 pairs from IEDB/IMGT. Task: Regression. Given a peptide amino acid sequence and an MHC pseudo amino acid sequence, predict their binding affinity value. This is MHC class I binding data. The peptide sequence is IAMESIVIW. The MHC is HLA-A68:02 with pseudo-sequence HLA-A68:02. The binding affinity (normalized) is 0.254.